Dataset: Reaction yield outcomes from USPTO patents with 853,638 reactions. Task: Predict the reaction yield, written as a fraction of the theoretical maximum amount of product (1.0 means a 100% yield; for example, 0.34 means a 34% yield). (1) The reactants are CN(C=O)C.[C:6]([O:10][C:11]([N:13]1[CH2:16][CH:15]([O:17][C:18]2[CH:23]=[C:22]([Br:24])[CH:21]=[CH:20][C:19]=2[OH:25])[CH2:14]1)=[O:12])([CH3:9])([CH3:8])[CH3:7].C([O-])([O-])=O.[Cs+].[Cs+].[CH2:32](Br)[C:33]1[CH:38]=[CH:37][CH:36]=[CH:35][CH:34]=1. The catalyst is O. The product is [C:6]([O:10][C:11]([N:13]1[CH2:14][CH:15]([O:17][C:18]2[CH:23]=[C:22]([Br:24])[CH:21]=[CH:20][C:19]=2[O:25][CH2:32][C:33]2[CH:38]=[CH:37][CH:36]=[CH:35][CH:34]=2)[CH2:16]1)=[O:12])([CH3:9])([CH3:7])[CH3:8]. The yield is 0.990. (2) The catalyst is O1CCOCC1. The product is [Cl:29][C:21]1[CH:20]=[C:19]([CH2:18][N:11]2[C:12]3[CH:17]=[CH:16][CH:15]=[CH:14][C:13]=3[N:9]([CH:5]([CH2:6][CH2:7][CH3:8])[CH2:4][C:3]([OH:31])=[O:2])[C:10]2=[O:30])[C:27]2[O:26][C:25](=[O:28])[NH:24][C:23]=2[CH:22]=1. The yield is 0.540. The reactants are C[O:2][C:3](=[O:31])[CH2:4][CH:5]([N:9]1[C:13]2[CH:14]=[CH:15][CH:16]=[CH:17][C:12]=2[N:11]([CH2:18][C:19]2[C:27]3[O:26][C:25](=[O:28])[NH:24][C:23]=3[CH:22]=[C:21]([Cl:29])[CH:20]=2)[C:10]1=[O:30])[CH2:6][CH2:7][CH3:8].[OH-].[Li+].Cl.